This data is from Reaction yield outcomes from USPTO patents with 853,638 reactions. The task is: Predict the reaction yield, written as a fraction of the theoretical maximum amount of product (1.0 means a 100% yield; for example, 0.34 means a 34% yield). (1) The reactants are [CH3:1][C:2]1[N:3]=[C:4]([C:18]2[CH:23]=[CH:22][C:21]([C:24]([F:27])([F:26])[F:25])=[CH:20][CH:19]=2)[S:5][C:6]=1[CH2:7][O:8][C:9]1[CH:10]=[C:11]2[C:15](=[CH:16][CH:17]=1)[NH:14][CH:13]=[CH:12]2.C(=O)([O-])[O-].[Cs+].[Cs+].Br[CH2:35][C:36]([O:38][CH2:39][CH3:40])=[O:37].Cl.O.[CH2:43]1COC[CH2:44]1. The catalyst is C(OCC)C. The product is [CH2:39]([O:38][C:36](=[O:37])[CH2:35][N:14]1[C:15]2[C:11](=[CH:10][C:9]([O:8][CH2:7][C:6]3[S:5][C:4]([C:18]4[CH:19]=[CH:20][C:21]([C:24]([F:27])([F:25])[F:26])=[CH:22][CH:23]=4)=[N:3][C:2]=3[CH3:1])=[CH:17][CH:16]=2)[C:12]([CH2:43][CH3:44])=[CH:13]1)[CH3:40]. The yield is 0.980. (2) The reactants are Cl[CH:2]1[NH:7][CH2:6][CH2:5][N:4]2[C:8]([CH2:11][CH3:12])=[N:9][N:10]=[C:3]12. The catalyst is CO.O=[Pt]=O.[Pd]. The product is [CH2:11]([C:8]1[N:4]2[CH2:5][CH2:6][NH:7][CH2:2][C:3]2=[N:10][N:9]=1)[CH3:12]. The yield is 0.312. (3) The reactants are Br[CH2:2][C:3]1[CH:8]=[CH:7][C:6]([C:9]2[CH:13]=[C:12]([C:14]([NH2:16])=[O:15])[O:11][N:10]=2)=[CH:5][CH:4]=1.[C:17]1([CH3:24])[C:22]([OH:23])=[CH:21][CH:20]=[CH:19][CH:18]=1.C([O-])([O-])=O.[K+].[K+]. The catalyst is CC#N. The product is [C:17]1([CH3:24])[CH:18]=[CH:19][CH:20]=[CH:21][C:22]=1[O:23][CH2:2][C:3]1[CH:8]=[CH:7][C:6]([C:9]2[CH:13]=[C:12]([C:14]([NH2:16])=[O:15])[O:11][N:10]=2)=[CH:5][CH:4]=1. The yield is 0.640. (4) The reactants are C([O:8][C@@H:9]([C:11]1[O:15][C:14]([N:16]2[CH2:21][CH2:20][CH:19]([C:22]3[CH:27]=[C:26]([N:28]([CH2:37][O:38][CH2:39][CH2:40][Si:41]([CH3:44])([CH3:43])[CH3:42])[CH2:29][O:30][CH2:31][CH2:32][Si:33]([CH3:36])([CH3:35])[CH3:34])[N:25]4[N:45]=[CH:46][C:47]([C:48]5[CH:49]=[N:50][C:51]([C:54]6[CH:59]=[CH:58][CH:57]=[CH:56][CH:55]=6)=[CH:52][CH:53]=5)=[C:24]4[N:23]=3)[CH2:18][CH2:17]2)=[N:13][N:12]=1)[CH3:10])C1C=CC=CC=1. The catalyst is CO.[OH-].[OH-].[Pd+2]. The product is [CH3:43][Si:41]([CH3:42])([CH3:44])[CH2:40][CH2:39][O:38][CH2:37][N:28]([CH2:29][O:30][CH2:31][CH2:32][Si:33]([CH3:36])([CH3:35])[CH3:34])[C:26]1[N:25]2[N:45]=[CH:46][C:47]([C:48]3[CH:49]=[N:50][C:51]([C:54]4[CH:55]=[CH:56][CH:57]=[CH:58][CH:59]=4)=[CH:52][CH:53]=3)=[C:24]2[N:23]=[C:22]([CH:19]2[CH2:18][CH2:17][N:16]([C:14]3[O:15][C:11]([C@H:9]([OH:8])[CH3:10])=[N:12][N:13]=3)[CH2:21][CH2:20]2)[CH:27]=1. The yield is 0.430. (5) The reactants are [F:1][C:2]([F:35])([F:34])[C:3]1[CH:4]=[C:5]([CH:27]=[C:28]([C:30]([F:33])([F:32])[F:31])[CH:29]=1)[C:6]([N:8]1[CH2:13][CH2:12][CH:11]([N:14]2[CH2:19][CH2:18][NH:17][CH2:16][CH2:15]2)[CH2:10][CH:9]1[CH2:20][C:21]1[CH:26]=[CH:25][CH:24]=[CH:23][CH:22]=1)=[O:7].[O:36]1[CH2:38][CH:37]1[C:39]1[CH:44]=[CH:43][CH:42]=[CH:41][CH:40]=1. The catalyst is CO. The product is [F:35][C:2]([F:34])([F:1])[C:3]1[CH:4]=[C:5]([CH:27]=[C:28]([C:30]([F:33])([F:31])[F:32])[CH:29]=1)[C:6]([N:8]1[CH2:13][CH2:12][C@H:11]([N:14]2[CH2:15][CH2:16][N:17]([CH2:38][CH:37]([OH:36])[C:39]3[CH:44]=[CH:43][CH:42]=[CH:41][CH:40]=3)[CH2:18][CH2:19]2)[CH2:10][C@@H:9]1[CH2:20][C:21]1[CH:26]=[CH:25][CH:24]=[CH:23][CH:22]=1)=[O:7].[F:35][C:2]([F:34])([F:1])[C:3]1[CH:4]=[C:5]([CH:27]=[C:28]([C:30]([F:33])([F:31])[F:32])[CH:29]=1)[C:6]([N:8]1[CH2:13][CH2:12][C@H:11]([N:14]2[CH2:15][CH2:16][N:17]([CH:37]([C:39]3[CH:44]=[CH:43][CH:42]=[CH:41][CH:40]=3)[CH2:38][OH:36])[CH2:18][CH2:19]2)[CH2:10][C@@H:9]1[CH2:20][C:21]1[CH:26]=[CH:25][CH:24]=[CH:23][CH:22]=1)=[O:7]. The yield is 0.230. (6) The reactants are [NH2:1][C:2]1[CH:10]=[CH:9][CH:8]=[C:7]([N+:11]([O-:13])=[O:12])[C:3]=1[C:4]([OH:6])=[O:5].[C:14](OC(=O)C)(=O)[CH3:15]. No catalyst specified. The product is [CH3:14][C:15]1[O:5][C:4](=[O:6])[C:3]2[C:7]([N+:11]([O-:13])=[O:12])=[CH:8][CH:9]=[CH:10][C:2]=2[N:1]=1. The yield is 0.850. (7) The reactants are [C:1]1(=[O:10])[C:9]2[C:4](=[CH:5][CH:6]=[CH:7][CH:8]=2)[CH2:3][CH2:2]1.[Li+].CC([N-]C(C)C)C.Cl[CH2:20][C:21]([N:23]([CH3:25])[CH3:24])=[O:22].[NH4+].[Cl-]. The catalyst is C1COCC1. The product is [CH3:24][N:23]([CH3:25])[C:21](=[O:22])[CH2:20][CH:2]1[CH2:3][C:4]2[C:9](=[CH:8][CH:7]=[CH:6][CH:5]=2)[C:1]1=[O:10]. The yield is 0.410. (8) The reactants are [C:1]([O:5][C:6]([N:8]1[CH2:13][CH2:12][CH:11]([C:14](=O)[C:15]2[CH:20]=[CH:19][C:18]([Cl:21])=[CH:17][CH:16]=2)[CH2:10][CH2:9]1)=[O:7])([CH3:4])([CH3:3])[CH3:2].C([O-])(=O)C.[NH4+].C([BH3-])#[N:29].[Na+]. The catalyst is CO. The product is [C:1]([O:5][C:6]([N:8]1[CH2:13][CH2:12][CH:11]([CH:14]([NH2:29])[C:15]2[CH:20]=[CH:19][C:18]([Cl:21])=[CH:17][CH:16]=2)[CH2:10][CH2:9]1)=[O:7])([CH3:4])([CH3:3])[CH3:2]. The yield is 0.820. (9) The catalyst is C1COCC1. The reactants are [CH3:1][C:2]1[CH:7]=[CH:6][C:5]([C:8]([C:19]2[CH:24]=[CH:23][CH:22]=[CH:21][CH:20]=2)=[C:9]2[CH2:14][C:13]([CH3:16])([CH3:15])[CH2:12][C:11]([CH3:18])([CH3:17])[CH2:10]2)=[CH:4][C:3]=1[O:25][CH2:26][CH2:27][CH2:28][C:29](O)=[O:30].CC(C[AlH]CC(C)C)C.O. The product is [CH3:1][C:2]1[CH:7]=[CH:6][C:5]([C:8]([C:19]2[CH:24]=[CH:23][CH:22]=[CH:21][CH:20]=2)=[C:9]2[CH2:14][C:13]([CH3:15])([CH3:16])[CH2:12][C:11]([CH3:18])([CH3:17])[CH2:10]2)=[CH:4][C:3]=1[O:25][CH2:26][CH2:27][CH2:28][CH2:29][OH:30]. The yield is 0.980.